Dataset: hERG potassium channel inhibition data for cardiac toxicity prediction from Karim et al.. Task: Regression/Classification. Given a drug SMILES string, predict its toxicity properties. Task type varies by dataset: regression for continuous values (e.g., LD50, hERG inhibition percentage) or binary classification for toxic/non-toxic outcomes (e.g., AMES mutagenicity, cardiotoxicity, hepatotoxicity). Dataset: herg_karim. (1) The result is 1 (blocker). The drug is COCCCn1cc(CN(C(=O)C2CNCCC2(O)c2ccc(F)c(F)c2)C2CC2)c2c(F)ccc(CCC#N)c21. (2) The compound is CN1CC2CC1CN2c1ccc(-c2ccc3[nH]c(C(F)(F)F)cc3c2)nn1. The result is 1 (blocker).